Task: Predict the product of the given reaction.. Dataset: Forward reaction prediction with 1.9M reactions from USPTO patents (1976-2016) (1) The product is: [C:5]1([C:16]([C:15]2[CH:14]=[CH:21][CH:20]=[CH:19][CH:18]=2)=[CH:16][C:15]2[CH:18]=[CH:19][C:20]([C:7]([C:6]3[CH:9]=[CH:10][CH:11]=[CH:12][C:5]=3[OH:4])=[O:8])=[CH:21][CH:14]=2)[CH:12]=[CH:11][CH:10]=[CH:9][CH:6]=1. Given the reactants COC[O:4][C:5]1[CH:12]=[CH:11][CH:10]=[CH:9][C:6]=1[CH:7]=[O:8].C[C:14]1[CH:21]=[CH:20][CH:19]=[C:18](C)[C:15]=1[CH:16]=O.Cl, predict the reaction product. (2) Given the reactants [NH2:1][C:2]1[S:3][C:4]([CH3:12])=[C:5]([CH2:7][C:8]([O:10][CH3:11])=[O:9])[N:6]=1.[C:13]1([C:23]2[CH:28]=[CH:27][CH:26]=[CH:25][CH:24]=2)[CH:18]=[CH:17][C:16]([S:19](Cl)(=[O:21])=[O:20])=[CH:15][CH:14]=1, predict the reaction product. The product is: [C:13]1([C:23]2[CH:28]=[CH:27][CH:26]=[CH:25][CH:24]=2)[CH:18]=[CH:17][C:16]([S:19]([NH:1][C:2]2[S:3][C:4]([CH3:12])=[C:5]([CH2:7][C:8]([O:10][CH3:11])=[O:9])[N:6]=2)(=[O:21])=[O:20])=[CH:15][CH:14]=1. (3) Given the reactants [NH2:1][CH2:2][CH:3]1[CH:9]([C:10]2[CH:15]=[CH:14][C:13]([Cl:16])=[C:12]([Cl:17])[CH:11]=2)[O:8][CH2:7][CH2:6][N:5](C(OC(C)(C)C)=O)[CH2:4]1.[CH2:25]([N:27]=[C:28]=[O:29])[CH3:26], predict the reaction product. The product is: [ClH:16].[Cl:17][C:12]1[CH:11]=[C:10]([CH:9]2[O:8][CH2:7][CH2:6][NH:5][CH2:4][CH:3]2[CH2:2][NH:1][C:28]([NH:27][CH2:25][CH3:26])=[O:29])[CH:15]=[CH:14][C:13]=1[Cl:16]. (4) Given the reactants [Br:1][C:2]1[CH:9]=[C:8]([OH:10])[CH:7]=[CH:6][C:3]=1[CH:4]=[O:5].C([O-])([O-])=O.[Cs+].[Cs+].[Br:17][CH2:18][CH2:19][CH2:20]Br, predict the reaction product. The product is: [Br:1][C:2]1[CH:9]=[C:8]([O:10][CH2:20][CH2:19][CH2:18][Br:17])[CH:7]=[CH:6][C:3]=1[CH:4]=[O:5]. (5) Given the reactants [H-].[Na+].[CH2:3]([Li])[CH2:4][CH2:5][CH3:6].[B:8](OC(C)C)([O:13]C(C)C)[O:9]C(C)C.S(=O)(=O)(O)[OH:22].[CH3:26][CH2:27][CH2:28][CH2:29][CH2:30][CH3:31], predict the reaction product. The product is: [OH:22][C:3]1[CH:31]=[C:30]2[C:6]([CH:26]=[CH:27][C:28]([B:8]([OH:13])[OH:9])=[CH:29]2)=[CH:5][CH:4]=1. (6) Given the reactants Br[C:2]1[S:6][C:5]([O:7][C:8]2[CH:13]=[CH:12][C:11]([S:14]([N:17]([CH:19]([CH3:21])[CH3:20])[CH3:18])(=[O:16])=[O:15])=[CH:10][CH:9]=2)=[N:4][CH:3]=1.[CH3:22][CH:23]([NH:26][C:27](=[O:29])[CH3:28])[C:24]#[CH:25].C(N(CC)CC)C, predict the reaction product. The product is: [CH:19]([N:17]([CH3:18])[S:14]([C:11]1[CH:12]=[CH:13][C:8]([O:7][C:5]2[S:6][C:2]([C:25]#[C:24][CH:23]([NH:26][C:27](=[O:29])[CH3:28])[CH3:22])=[CH:3][N:4]=2)=[CH:9][CH:10]=1)(=[O:16])=[O:15])([CH3:21])[CH3:20].